From a dataset of Forward reaction prediction with 1.9M reactions from USPTO patents (1976-2016). Predict the product of the given reaction. (1) Given the reactants F[P-](F)(F)(F)(F)F.C[N+](C)=C(N(C)C)ON1C2N=CC=CC=2N=N1.[Br:25][C:26]1[CH:34]=[C:33]2[C:29]([C:30]([C:35]([OH:37])=O)=[CH:31][NH:32]2)=[CH:28][CH:27]=1.[NH2:38][C:39]1[CH:44]=[CH:43][CH:42]=[CH:41][CH:40]=1.C(N(C(C)C)C(C)C)C, predict the reaction product. The product is: [Br:25][C:26]1[CH:34]=[C:33]2[C:29]([C:30]([C:35]([NH:38][C:39]3[CH:44]=[CH:43][CH:42]=[CH:41][CH:40]=3)=[O:37])=[CH:31][NH:32]2)=[CH:28][CH:27]=1. (2) Given the reactants C([N:4]1[C:8]2[CH:9]([C:24]3[CH:29]=[CH:28][C:27]([Cl:30])=[CH:26][CH:25]=3)[N:10]([C:13]3[CH:14]=[C:15]([CH3:23])[C:16]4[N:17]([C:19]([CH3:22])=[N:20][N:21]=4)[CH:18]=3)[C:11](=[O:12])[C:7]=2[N:6]=[C:5]1Br)C=C.[CH3:32][O:33][C:34]1[C:39](B(O)O)=[CH:38][CH:37]=[CH:36][N:35]=1, predict the reaction product. The product is: [Cl:30][C:27]1[CH:28]=[CH:29][C:24]([CH:9]2[C:8]3[NH:4][C:5]([C:39]4[C:34]([O:33][CH3:32])=[N:35][CH:36]=[CH:37][CH:38]=4)=[N:6][C:7]=3[C:11](=[O:12])[N:10]2[C:13]2[CH:14]=[C:15]([CH3:23])[C:16]3[N:17]([C:19]([CH3:22])=[N:20][N:21]=3)[CH:18]=2)=[CH:25][CH:26]=1. (3) The product is: [Cl:1][C:2]1[CH:3]=[CH:4][C:5]([CH2:6][CH:7]2[CH2:12][CH:11]([C:13]([OH:15])=[O:14])[CH2:10][CH2:9][N:8]2[C:17]([O:19][CH3:20])=[O:18])=[CH:21][CH:22]=1. Given the reactants [Cl:1][C:2]1[CH:22]=[CH:21][C:5]([CH2:6][CH:7]2[CH2:12][CH:11]([C:13]([O:15]C)=[O:14])[CH2:10][CH2:9][N:8]2[C:17]([O:19][CH3:20])=[O:18])=[CH:4][CH:3]=1.[Li+].[OH-].CO.O, predict the reaction product. (4) Given the reactants Cl.Cl.[NH2:3][CH2:4][C:5]1[N:14]=[C:13]([N:15]([C:17]2[CH:22]=[CH:21][C:20]([O:23][CH3:24])=[CH:19][CH:18]=2)[CH3:16])[C:12]2[C:7](=[CH:8][CH:9]=[C:10]([NH2:25])[CH:11]=2)[N:6]=1.NCC1N=C(N(C2C=CC(OC)=CC=2)C)C2C(=CC=C([N+]([O-])=O)C=2)N=1, predict the reaction product. The product is: [NH2:3][CH2:4][C:5]1[N:14]=[C:13]([N:15]([C:17]2[CH:22]=[CH:21][C:20]([O:23][CH3:24])=[CH:19][CH:18]=2)[CH3:16])[C:12]2[C:7](=[CH:8][CH:9]=[C:10]([NH2:25])[CH:11]=2)[N:6]=1. (5) Given the reactants [OH:1][CH:2]1[CH2:7][CH2:6][CH:5]([NH:8][C:9](=[O:15])[O:10][C:11]([CH3:14])([CH3:13])[CH3:12])[CH2:4][CH2:3]1.[H-].[Na+].Cl[C:19]1[C:20]2[CH:27]=[C:26]([CH:28]([CH3:30])[CH3:29])[S:25][C:21]=2[N:22]=[CH:23][N:24]=1, predict the reaction product. The product is: [CH3:30][CH:28]([C:26]1[S:25][C:21]2[N:22]=[CH:23][N:24]=[C:19]([O:1][CH:2]3[CH2:7][CH2:6][CH:5]([NH:8][C:9](=[O:15])[O:10][C:11]([CH3:12])([CH3:14])[CH3:13])[CH2:4][CH2:3]3)[C:20]=2[CH:27]=1)[CH3:29]. (6) Given the reactants [C:1]([NH:4][NH:5][C:6]([C:8]1[C:13]2[C:14]([O:36][CH3:37])=[N:15][N:16]([C:17]([C:30]3[CH:35]=[CH:34][CH:33]=[CH:32][CH:31]=3)([C:24]3[CH:29]=[CH:28][CH:27]=[CH:26][CH:25]=3)[C:18]3[CH:23]=[CH:22][CH:21]=[CH:20][CH:19]=3)[C:12]=2[CH:11]=[C:10]([Cl:38])[N:9]=1)=O)(=O)[CH3:2].COC1C=CC(P2(SP(C3C=CC(OC)=CC=3)(=S)S2)=[S:48])=CC=1, predict the reaction product. The product is: [Cl:38][C:10]1[N:9]=[C:8]([C:6]2[S:48][C:1]([CH3:2])=[N:4][N:5]=2)[C:13]2[C:14]([O:36][CH3:37])=[N:15][N:16]([C:17]([C:30]3[CH:35]=[CH:34][CH:33]=[CH:32][CH:31]=3)([C:24]3[CH:29]=[CH:28][CH:27]=[CH:26][CH:25]=3)[C:18]3[CH:23]=[CH:22][CH:21]=[CH:20][CH:19]=3)[C:12]=2[CH:11]=1.